This data is from Forward reaction prediction with 1.9M reactions from USPTO patents (1976-2016). The task is: Predict the product of the given reaction. (1) Given the reactants [CH2:1]([N:4]([CH2:14][CH:15]([CH3:19])[CH2:16][CH:17]=[CH2:18])[S:5]([C:8]1[CH:13]=[CH:12][CH:11]=[CH:10][N:9]=1)(=[O:7])=[O:6])C=C, predict the reaction product. The product is: [CH3:19][CH:15]1[CH2:16][CH:17]=[CH:18][CH2:1][N:4]([S:5]([C:8]2[CH:13]=[CH:12][CH:11]=[CH:10][N:9]=2)(=[O:6])=[O:7])[CH2:14]1. (2) Given the reactants C([O:5][C:6](=[O:35])[CH2:7][O:8]/[N:9]=[CH:10]/[C:11]1[CH:16]=[CH:15][C:14]([C:17]2[CH2:21][C:20]([C:26]3[CH:31]=[C:30]([Cl:32])[CH:29]=[C:28]([Cl:33])[CH:27]=3)([C:22]([F:25])([F:24])[F:23])[O:19][N:18]=2)=[CH:13][C:12]=1[CH3:34])(C)(C)C.C(O)=O.FC(F)(F)C(O)=O, predict the reaction product. The product is: [Cl:33][C:28]1[CH:27]=[C:26]([C:20]2([C:22]([F:24])([F:23])[F:25])[O:19][N:18]=[C:17]([C:14]3[CH:15]=[CH:16][C:11](/[CH:10]=[N:9]/[O:8][CH2:7][C:6]([OH:35])=[O:5])=[C:12]([CH3:34])[CH:13]=3)[CH2:21]2)[CH:31]=[C:30]([Cl:32])[CH:29]=1. (3) Given the reactants [Cl:1][C:2]1[CH:3]=[C:4]([C@@H:8]2[C@@H:13]([C:14]3[CH:19]=[CH:18][C:17]([Cl:20])=[CH:16][CH:15]=3)[N:12]([C@@H:21]([CH2:31][CH3:32])[CH2:22][N:23]([CH3:30])[S:24]([CH:27]3[CH2:29][CH2:28]3)(=[O:26])=[O:25])[C:11](=[O:33])[C@:10]([CH2:35][C:36](O)=[O:37])([CH3:34])[CH2:9]2)[CH:5]=[CH:6][CH:7]=1.C[N:40](C(ON1N=NC2C=CC=CC1=2)=[N+](C)C)C.F[P-](F)(F)(F)(F)F.Cl.C(N=C=NCCCN(C)C)C.C(=O)([O-])O.[Na+].N.CO, predict the reaction product. The product is: [Cl:1][C:2]1[CH:3]=[C:4]([C@@H:8]2[C@@H:13]([C:14]3[CH:15]=[CH:16][C:17]([Cl:20])=[CH:18][CH:19]=3)[N:12]([C@@H:21]([CH2:31][CH3:32])[CH2:22][N:23]([CH3:30])[S:24]([CH:27]3[CH2:29][CH2:28]3)(=[O:25])=[O:26])[C:11](=[O:33])[C@:10]([CH2:35][C:36]([NH2:40])=[O:37])([CH3:34])[CH2:9]2)[CH:5]=[CH:6][CH:7]=1. (4) The product is: [Cl:1][C:2]1[N:7]=[C:6]([C:8]2[CH:13]=[C:12]([NH2:14])[CH:11]=[CH:10][C:9]=2[F:17])[CH:5]=[CH:4][N:3]=1. Given the reactants [Cl:1][C:2]1[N:7]=[C:6]([C:8]2[CH:13]=[C:12]([N+:14]([O-])=O)[CH:11]=[CH:10][C:9]=2[F:17])[CH:5]=[CH:4][N:3]=1, predict the reaction product. (5) Given the reactants CC(C)([O-])C.[Li+].[CH2:7]([OH:14])[C:8]1[CH:13]=[CH:12][CH:11]=[CH:10][CH:9]=1.[CH3:15][C:16]([CH3:32])([CH3:31])[C:17]([NH:19][C:20]1[CH:28]=[C:27]([F:29])[CH:26]=[C:25](F)[C:21]=1[C:22]([OH:24])=[O:23])=[O:18].C(O)(=O)CC(CC(O)=O)(C(O)=O)O, predict the reaction product. The product is: [CH2:7]([O:14][C:25]1[CH:26]=[C:27]([F:29])[CH:28]=[C:20]([NH:19][C:17](=[O:18])[C:16]([CH3:31])([CH3:15])[CH3:32])[C:21]=1[C:22]([OH:24])=[O:23])[C:8]1[CH:13]=[CH:12][CH:11]=[CH:10][CH:9]=1. (6) Given the reactants C(OC([NH:8][C@@H:9]([CH2:13][C:14]1[CH:19]=[CH:18][CH:17]=[CH:16][CH:15]=1)[C:10]([OH:12])=[O:11])=O)(C)(C)C.[OH:20][CH2:21][CH2:22][N:23]1[C:28](=[O:29])[CH2:27][CH2:26][CH:25]([N:30]2[C:38](=[O:39])[C:37]3[C:32](=[CH:33][CH:34]=[CH:35][CH:36]=3)[C:31]2=[O:40])[C:24]1=[O:41], predict the reaction product. The product is: [NH2:8][C@@H:9]([CH2:13][C:14]1[CH:19]=[CH:18][CH:17]=[CH:16][CH:15]=1)[C:10]([OH:12])=[O:11].[OH:20][CH2:21][CH2:22][N:23]1[C:28](=[O:29])[CH2:27][CH2:26][CH:25]([N:30]2[C:31](=[O:40])[C:32]3[C:37](=[CH:36][CH:35]=[CH:34][CH:33]=3)[C:38]2=[O:39])[C:24]1=[O:41]. (7) Given the reactants [C:1]([O:5][C:6](=[O:23])[CH2:7][CH2:8][C:9]1[CH:10]=[CH:11][C:12]2[N:13]([C:15]([C:18]([O:20]CC)=[O:19])=[CH:16][N:17]=2)[CH:14]=1)([CH3:4])([CH3:3])[CH3:2].[Li+].[OH-].C(O)(=O)CC(CC(O)=O)(C(O)=O)O, predict the reaction product. The product is: [C:1]([O:5][C:6](=[O:23])[CH2:7][CH2:8][C:9]1[CH:10]=[CH:11][C:12]2[N:13]([C:15]([C:18]([OH:20])=[O:19])=[CH:16][N:17]=2)[CH:14]=1)([CH3:4])([CH3:2])[CH3:3]. (8) Given the reactants [NH2:1][C:2]1[N:3]=[CH:4][C:5]([C:8]2[CH:9]=[C:10]([C:15]3[C:19](=[O:20])[C:18]([CH3:22])([CH3:21])[O:17][N:16]=3)[CH:11]=[CH:12][C:13]=2[CH3:14])=[N:6][CH:7]=1.[O:23]1[C:27]2[CH:28]=[CH:29][CH:30]=[CH:31][C:26]=2[CH:25]=[C:24]1[C:32](O)=[O:33], predict the reaction product. The product is: [CH3:21][C:18]1([CH3:22])[O:17][N:16]=[C:15]([C:10]2[CH:11]=[CH:12][C:13]([CH3:14])=[C:8]([C:5]3[N:6]=[CH:7][C:2]([NH:1][C:32]([C:24]4[O:23][C:27]5[CH:28]=[CH:29][CH:30]=[CH:31][C:26]=5[CH:25]=4)=[O:33])=[N:3][CH:4]=3)[CH:9]=2)[C:19]1=[O:20].